This data is from Full USPTO retrosynthesis dataset with 1.9M reactions from patents (1976-2016). The task is: Predict the reactants needed to synthesize the given product. (1) Given the product [C:8]([C:7]1[C:2]([N:1]=[CH:15][N:16]([CH3:18])[CH3:17])=[N:3][C:4]([CH3:12])=[C:5]([C:10]#[N:11])[CH:6]=1)#[N:9], predict the reactants needed to synthesize it. The reactants are: [NH2:1][C:2]1[C:7]([C:8]#[N:9])=[CH:6][C:5]([C:10]#[N:11])=[C:4]([CH3:12])[N:3]=1.CO[CH:15](OC)[N:16]([CH3:18])[CH3:17]. (2) Given the product [Cl:22][C:6]1[CH:11]=[CH:10][C:9]([N+:12]([O-:14])=[O:13])=[CH:8][C:7]=1[OH:15], predict the reactants needed to synthesize it. The reactants are: N([O-])=O.[Na+].N[C:6]1[CH:11]=[CH:10][C:9]([N+:12]([O-:14])=[O:13])=[CH:8][C:7]=1[OH:15].C(OCC)(=O)C.[ClH:22].